From a dataset of HIV replication inhibition screening data with 41,000+ compounds from the AIDS Antiviral Screen. Binary Classification. Given a drug SMILES string, predict its activity (active/inactive) in a high-throughput screening assay against a specified biological target. (1) The compound is CC(C)(C)C1CCC(O)C(C(O)CC2CC(=O)N(c3ccccc3)C(=O)C2)C1. The result is 0 (inactive). (2) The molecule is Cc1ncc(CO)c(CO)c1OCC(O)CN1CCN(c2ccc(F)cc2)CC1. The result is 0 (inactive).